This data is from Forward reaction prediction with 1.9M reactions from USPTO patents (1976-2016). The task is: Predict the product of the given reaction. (1) Given the reactants [CH2:1]([N:11]1[CH2:16][CH2:15][N:14]([C:17](=[O:36])[CH2:18][CH2:19][C:20]2[CH:35]=[CH:34][C:23]([O:24][C:25]3[CH:33]=[CH:32][C:28]([C:29]([OH:31])=O)=[CH:27][N:26]=3)=[CH:22][CH:21]=2)[CH2:13][CH2:12]1)[C:2]1[CH:10]=[CH:9][C:8]2[O:7][CH2:6][O:5][C:4]=2[CH:3]=1.[Cl:37][C:38]1[CH:39]=[C:40]([CH:42]=[CH:43][C:44]=1[Cl:45])[NH2:41], predict the reaction product. The product is: [CH2:1]([N:11]1[CH2:12][CH2:13][N:14]([C:17](=[O:36])[CH2:18][CH2:19][C:20]2[CH:35]=[CH:34][C:23]([O:24][C:25]3[CH:33]=[CH:32][C:28]([C:29]([NH:41][C:40]4[CH:42]=[CH:43][C:44]([Cl:45])=[C:38]([Cl:37])[CH:39]=4)=[O:31])=[CH:27][N:26]=3)=[CH:22][CH:21]=2)[CH2:15][CH2:16]1)[C:2]1[CH:10]=[CH:9][C:8]2[O:7][CH2:6][O:5][C:4]=2[CH:3]=1. (2) Given the reactants [C:1](Cl)(=[O:8])[C:2]1[CH:7]=[CH:6][CH:5]=[CH:4][CH:3]=1.FC(F)(F)C(O)=O.[CH2:17]([O:24][C:25]1[CH:30]=[C:29]([O:31][CH2:32][C:33]2[CH:38]=[CH:37][CH:36]=[CH:35][CH:34]=2)[CH:28]=[CH:27][C:26]=1[CH:39]1[CH2:42][NH:41][CH2:40]1)[C:18]1[CH:23]=[CH:22][CH:21]=[CH:20][CH:19]=1, predict the reaction product. The product is: [CH2:17]([O:24][C:25]1[CH:30]=[C:29]([O:31][CH2:32][C:33]2[CH:38]=[CH:37][CH:36]=[CH:35][CH:34]=2)[CH:28]=[CH:27][C:26]=1[CH:39]1[CH2:42][N:41]([C:1]([C:2]2[CH:7]=[CH:6][CH:5]=[CH:4][CH:3]=2)=[O:8])[CH2:40]1)[C:18]1[CH:23]=[CH:22][CH:21]=[CH:20][CH:19]=1. (3) Given the reactants [F:1][C:2]1[CH:3]=[C:4]([OH:10])[CH:5]=[C:6]([O:8][CH3:9])[CH:7]=1.[H-].[Na+].F[C:14]1[CH:21]=[CH:20][C:17]([CH:18]=[O:19])=[C:16]([CH3:22])[CH:15]=1.Cl, predict the reaction product. The product is: [F:1][C:2]1[CH:3]=[C:4]([CH:5]=[C:6]([O:8][CH3:9])[CH:7]=1)[O:10][C:14]1[CH:21]=[CH:20][C:17]([CH:18]=[O:19])=[C:16]([CH3:22])[CH:15]=1. (4) Given the reactants [CH3:1][C:2]([CH3:31])([CH2:7][C:8]1[S:9][C:10]([C:13]2[CH:18]=[C:17]([NH:19][C:20]3[N:25]=[C:24]([C:26]([F:29])([F:28])[F:27])[CH:23]=[CH:22][N:21]=3)[CH:16]=[C:15]([CH3:30])[CH:14]=2)=[CH:11][N:12]=1)[C:3]([O:5]C)=[O:4].C1COCC1.[OH-].[K+], predict the reaction product. The product is: [CH3:1][C:2]([CH3:31])([CH2:7][C:8]1[S:9][C:10]([C:13]2[CH:18]=[C:17]([NH:19][C:20]3[N:25]=[C:24]([C:26]([F:29])([F:27])[F:28])[CH:23]=[CH:22][N:21]=3)[CH:16]=[C:15]([CH3:30])[CH:14]=2)=[CH:11][N:12]=1)[C:3]([OH:5])=[O:4]. (5) Given the reactants [Br:1][C:2]1[CH:7]=[C:6]([CH2:8][OH:9])[CH:5]=[C:4]([Br:10])[C:3]=1[CH2:11][C:12]#[N:13].[O:14]1[CH:19]=[CH:18][CH2:17][CH2:16][CH2:15]1.C(=O)(O)[O-].[Na+].[Cl-].[Na+], predict the reaction product. The product is: [Br:1][C:2]1[CH:7]=[C:6]([CH2:8][O:9][CH:15]2[CH2:16][CH2:17][CH2:18][CH2:19][O:14]2)[CH:5]=[C:4]([Br:10])[C:3]=1[CH2:11][C:12]#[N:13]. (6) Given the reactants [Br:1][C:2]1[C:3]([S:12]C(C)(C)C)=[C:4]([CH:8]=[C:9]([F:11])[CH:10]=1)[CH:5]=[N:6]O.C1(C)C=CC(S(O)(=O)=O)=CC=1, predict the reaction product. The product is: [Br:1][C:2]1[C:3]2[S:12][N:6]=[CH:5][C:4]=2[CH:8]=[C:9]([F:11])[CH:10]=1. (7) Given the reactants [F:1][C:2]1[C:7](B(O)O)=[CH:6][CH:5]=[CH:4][N:3]=1.C(=O)([O-])[O-].[Na+].[Na+].C(OC([N:24]([C:32]1[S:41][CH2:40][C@H:39]2[C@:34]([C:51]3[CH:56]=[C:55](Br)[CH:54]=[CH:53][C:52]=3[F:58])([CH2:35][O:36][C@@H:37]([CH2:42][O:43][CH2:44][C:45]3[CH:50]=[CH:49][CH:48]=[CH:47][CH:46]=3)[CH2:38]2)[N:33]=1)C(OC(C)(C)C)=O)=O)(C)(C)C, predict the reaction product. The product is: [F:58][C:52]1[CH:53]=[CH:54][C:55]([C:7]2[C:2]([F:1])=[N:3][CH:4]=[CH:5][CH:6]=2)=[CH:56][C:51]=1[C@@:34]12[N:33]=[C:32]([NH2:24])[S:41][CH2:40][C@@H:39]1[CH2:38][C@H:37]([CH2:42][O:43][CH2:44][C:45]1[CH:46]=[CH:47][CH:48]=[CH:49][CH:50]=1)[O:36][CH2:35]2. (8) Given the reactants [Cl:1][C:2]1[C:16]([F:17])=[CH:15][N:5]2[C:6](=[O:14])[NH:7][C:8](=[O:13])[C:9]([CH:10]3[CH2:12][CH2:11]3)=[C:4]2[C:3]=1[O:18][CH3:19].[N+:20](C1C=C([N+]([O-])=O)C=CC=1NO)([O-])=O, predict the reaction product. The product is: [NH2:20][N:7]1[C:8](=[O:13])[C:9]([CH:10]2[CH2:11][CH2:12]2)=[C:4]2[C:3]([O:18][CH3:19])=[C:2]([Cl:1])[C:16]([F:17])=[CH:15][N:5]2[C:6]1=[O:14].